From a dataset of Forward reaction prediction with 1.9M reactions from USPTO patents (1976-2016). Predict the product of the given reaction. (1) Given the reactants C(=O)=O.[F:4][C:5]1[CH:10]=[CH:9][C:8]([C:11]2[S:15][C:14]3[CH:16]=[CH:17][C:18]([O:20][CH3:21])=[CH:19][C:13]=3[C:12]=2I)=[CH:7][CH:6]=1.C([Li])CCC.[CH3:28][O:29][C:30](Cl)=[O:31], predict the reaction product. The product is: [F:4][C:5]1[CH:10]=[CH:9][C:8]([C:11]2[S:15][C:14]3[CH:16]=[CH:17][C:18]([O:20][CH3:21])=[CH:19][C:13]=3[C:12]=2[C:30]([O:29][CH3:28])=[O:31])=[CH:7][CH:6]=1. (2) Given the reactants C(OC(=O)[NH:7][CH2:8][C:9]1[CH:10]=[C:11]2[C:16](=[CH:17][CH:18]=1)[C:15]([NH2:19])=[N:14][CH:13]=[CH:12]2)(C)(C)C.[ClH:21], predict the reaction product. The product is: [ClH:21].[NH2:7][CH2:8][C:9]1[CH:10]=[C:11]2[C:16](=[CH:17][CH:18]=1)[C:15]([NH2:19])=[N:14][CH:13]=[CH:12]2. (3) The product is: [Cl:1][C:2]1[N:7]=[C:6]([CH2:8][C:15]([C:13]2[S:14][C:10]([Cl:9])=[CH:11][CH:12]=2)=[O:16])[CH:5]=[CH:4][N:3]=1. Given the reactants [Cl:1][C:2]1[N:7]=[C:6]([CH3:8])[CH:5]=[CH:4][N:3]=1.[Cl:9][C:10]1[S:14][C:13]([C:15](OCC)=[O:16])=[CH:12][CH:11]=1.C[Si]([N-][Si](C)(C)C)(C)C.[Li+].O, predict the reaction product.